This data is from Experimentally validated miRNA-target interactions with 360,000+ pairs, plus equal number of negative samples. The task is: Binary Classification. Given a miRNA mature sequence and a target amino acid sequence, predict their likelihood of interaction. (1) The miRNA is hsa-miR-365b-3p with sequence UAAUGCCCCUAAAAAUCCUUAU. The protein sequence of the target gene is MSFSATILFSPPSGSEARCCCCACKSETNGGNTGSQGGNPPPSTPITVTGHGLAVQSSEQLLHVIYQRVDKAVGLAEAALGLARANNELLKRLQEEVGDLRQGKVSIPDEDGESRAHSSPPEEPGPLKESPGEAFKALSAVEEECDSVGSGVQVVIEELRQLGAASVGPGPLGFPATQRDMRLPGCTLAASEAAPLLNPLVDDYVASEGAVQRVLVPAYAKQLSPATQLAIQRATPETGPENGTKLPPPRPEDMLNAAAALDSALEESGPGSTGELRHSLGLTVSPCRTRGSGQKNSRRK.... Result: 0 (no interaction). (2) Result: 0 (no interaction). The protein sequence of the target gene is MSKNDGEIRFGNPAELHGPKVQIPYLTTEKNSFKRMDNEDKQQETQSPTMSPLASPPSSPPHYQRVSLSHGYSKLRSGTEQMHPAPYERQPIGQPEGPSSEGPGAKPFRRQASLIRSFSVEREPQENNSNYPDEPWRITEEQREYYVNQFRSLQPDPSSFISGSVAKNFFTKSKLSIPELSYIWELSDADCDGALTLSEFCAAFHLIVARKNGYPLPEGLPPTLQPEYLQAAFPKSKWECAIFDSYSESMPANQQSCDLNRMEKTSVKDVADFPVPTQDVTTADDKQALKSTVNESLPKD.... The miRNA is mmu-miR-125b-5p with sequence UCCCUGAGACCCUAACUUGUGA.